This data is from Catalyst prediction with 721,799 reactions and 888 catalyst types from USPTO. The task is: Predict which catalyst facilitates the given reaction. (1) Reactant: [CH2:1]([O:8][C:9]1[C:18]2[C:13](=[CH:14][CH:15]=[CH:16][CH:17]=2)[N:12]=[C:11]([CH2:19][O:20][C:21]2[CH:22]=[C:23]([CH:29]=[C:30]([OH:32])[CH:31]=2)[C:24]([O:26][CH2:27][CH3:28])=[O:25])[C:10]=1[CH3:33])[C:2]1[CH:7]=[CH:6][CH:5]=[CH:4][CH:3]=1.Br[CH2:35][CH:36]1[CH2:41][CH2:40][O:39][CH2:38][CH2:37]1.C(=O)([O-])[O-].[K+].[K+]. Product: [CH2:1]([O:8][C:9]1[C:18]2[C:13](=[CH:14][CH:15]=[CH:16][CH:17]=2)[N:12]=[C:11]([CH2:19][O:20][C:21]2[CH:22]=[C:23]([CH:29]=[C:30]([O:32][CH2:35][CH:36]3[CH2:41][CH2:40][O:39][CH2:38][CH2:37]3)[CH:31]=2)[C:24]([O:26][CH2:27][CH3:28])=[O:25])[C:10]=1[CH3:33])[C:2]1[CH:3]=[CH:4][CH:5]=[CH:6][CH:7]=1. The catalyst class is: 3. (2) The catalyst class is: 9. Reactant: [N:1]1[CH:6]=[CH:5][CH:4]=[C:3]([NH2:7])[CH:2]=1.CN(C(ON1N=NC2C=CC=NC1=2)=[N+](C)C)C.F[P-](F)(F)(F)(F)F.C(N(C(C)C)CC)(C)C.[F:41][C:42]1[CH:47]=[CH:46][C:45]([CH2:48][O:49][C:50]2[CH:59]=[CH:58][C:57]([C:60]3[CH:61]=[N:62][N:63]([CH2:65][CH2:66][O:67][CH3:68])[CH:64]=3)=[CH:56][C:51]=2[C:52](OC)=[O:53])=[CH:44][CH:43]=1. Product: [F:41][C:42]1[CH:47]=[CH:46][C:45]([CH2:48][O:49][C:50]2[CH:59]=[CH:58][C:57]([C:60]3[CH:61]=[N:62][N:63]([CH2:65][CH2:66][O:67][CH3:68])[CH:64]=3)=[CH:56][C:51]=2[C:52]([NH:7][C:3]2[CH:2]=[N:1][CH:6]=[CH:5][CH:4]=2)=[O:53])=[CH:44][CH:43]=1. (3) Reactant: N1C=NN=N1.[CH2:6]([C:10]1[N:14]([CH2:15][C:16]2[CH:21]=[CH:20][C:19]([C:22]3[CH:27]=[CH:26][CH:25]=[CH:24][C:23]=3[C:28]3[NH:32][N:31]=[N:30][N:29]=3)=[CH:18][CH:17]=2)[CH:13]=[N:12][CH:11]=1)[CH2:7][CH2:8][CH3:9].CC1N([CH2:39][C:40]2[CH:45]=[CH:44][C:43]([C:41]3[CH:42]=[CH:43][CH:44]=[CH:45][C:40]=3[C:39]3NN=NN=3)=[CH:42][CH:41]=2)C=NC=1.CCN(C(C)C)C(C)C. Product: [CH2:39]([N:29]1[C:28]([C:23]2[CH:24]=[CH:25][CH:26]=[CH:27][C:22]=2[C:19]2[CH:18]=[CH:17][C:16]([CH2:15][N:14]3[C:10]4[CH:6]=[CH:7][CH:8]=[CH:9][C:11]=4[N:12]=[CH:13]3)=[CH:21][CH:20]=2)=[N:32][N:31]=[N:30]1)[C:40]1[CH:45]=[CH:44][CH:43]=[CH:42][CH:41]=1. The catalyst class is: 2. (4) Reactant: [CH3:1][CH2:2][CH2:3][CH2:4][CH2:5][CH:6]1[O:11][C:9](=O)[CH2:8][CH2:7]1.S(Cl)([Cl:14])=O.[CH3:16][OH:17]. Product: [CH3:16][O:17][C:9](=[O:11])[CH2:8][CH2:7][CH:6]([Cl:14])[CH2:5][CH2:4][CH2:3][CH2:2][CH3:1]. The catalyst class is: 530. (5) Reactant: [OH:1][CH:2]1[CH:14]2[C:10]([C:11](=[O:15])[O:12][CH2:13]2)=[CH:9][CH:8]2[CH:3]1[CH2:4][CH2:5][CH2:6][CH2:7]2.N12CCCN=C1CCCCC2. Product: [OH:1][CH:2]1[CH:14]2[CH:10]([C:11](=[O:15])[O:12][CH2:13]2)[CH:9]=[C:8]2[CH:3]1[CH2:4][CH2:5][CH2:6][CH2:7]2. The catalyst class is: 11. (6) Reactant: [CH2:1]([NH:5][C:6]([NH:8][C:9]1[CH:14]=[CH:13][C:12]([C:15]([N:17]2[CH2:22][CH2:21][NH:20][CH2:19][CH2:18]2)=[O:16])=[CH:11][N:10]=1)=[O:7])[CH2:2][CH2:3][CH3:4].Br[CH2:24][C:25]1[CH:30]=[CH:29][C:28]([C:31]([OH:40])([C:36]([F:39])([F:38])[F:37])[C:32]([F:35])([F:34])[F:33])=[CH:27][CH:26]=1.C(=O)([O-])[O-].[K+].[K+].[I-].[Na+]. Product: [CH2:1]([NH:5][C:6]([NH:8][C:9]1[CH:14]=[CH:13][C:12]([C:15]([N:17]2[CH2:22][CH2:21][N:20]([CH2:24][C:25]3[CH:26]=[CH:27][C:28]([C:31]([OH:40])([C:32]([F:33])([F:34])[F:35])[C:36]([F:37])([F:38])[F:39])=[CH:29][CH:30]=3)[CH2:19][CH2:18]2)=[O:16])=[CH:11][N:10]=1)=[O:7])[CH2:2][CH2:3][CH3:4]. The catalyst class is: 744. (7) Reactant: C([O:3][C:4](=[O:34])[C:5]([O:9][C:10]1[CH:15]=[CH:14][CH:13]=[C:12]([CH2:16][CH2:17][CH2:18][N:19]2[C:24](=[O:25])[C:23]3[N:26]([CH3:32])[N:27]=[C:28]([CH2:29][CH2:30][CH3:31])[C:22]=3[N:21]=[C:20]2[CH3:33])[CH:11]=1)([CH3:8])[CH2:6][CH3:7])C.[OH-].[K+]. Product: [CH3:32][N:26]1[C:23]2[C:24](=[O:25])[N:19]([CH2:18][CH2:17][CH2:16][C:12]3[CH:11]=[C:10]([CH:15]=[CH:14][CH:13]=3)[O:9][C:5]([CH3:8])([CH2:6][CH3:7])[C:4]([OH:34])=[O:3])[C:20]([CH3:33])=[N:21][C:22]=2[C:28]([CH2:29][CH2:30][CH3:31])=[N:27]1. The catalyst class is: 8.